Dataset: Reaction yield outcomes from USPTO patents with 853,638 reactions. Task: Predict the reaction yield, written as a fraction of the theoretical maximum amount of product (1.0 means a 100% yield; for example, 0.34 means a 34% yield). (1) The catalyst is CN(C=O)C. The yield is 0.760. The reactants are CC1C=CC(S(O[CH2:12][CH:13]2[CH2:17][O:16][C:15]([CH3:19])([CH3:18])[O:14]2)(=O)=O)=CC=1.[N-:20]=[N+:21]=[N-:22].[Na+]. The product is [N:20]([CH2:12][CH:13]1[CH2:17][O:16][C:15]([CH3:19])([CH3:18])[O:14]1)=[N+:21]=[N-:22]. (2) The reactants are C(O)(C(F)(F)F)=O.C1(C)C=C(C)C=C(C)C=1S(O[NH:20]C(=O)OC(C)(C)C)(=O)=O.[CH2:29]([O:36][C:37]1[C:38]([Br:43])=[N:39][CH:40]=[CH:41][CH:42]=1)[C:30]1[CH:35]=[CH:34][CH:33]=[CH:32][CH:31]=1.[C:44]([O:48][CH3:49])(=[O:47])[C:45]#[CH:46].C([O-])([O-])=O.[K+].[K+]. The catalyst is O.C(Cl)Cl.CCOC(C)=O. The product is [CH2:29]([O:36][C:37]1[CH:42]=[CH:41][C:40]2[N:39]([N:20]=[CH:46][C:45]=2[C:44]([O:48][CH3:49])=[O:47])[C:38]=1[Br:43])[C:30]1[CH:31]=[CH:32][CH:33]=[CH:34][CH:35]=1. The yield is 0.150. (3) The reactants are [CH3:1][N:2]([C:11]1[CH:12]=[CH:13][CH:14]=[C:15]2[C:19]=1[NH:18][C:17]([C:20]1[S:21][C:22]3([CH2:29][CH2:28][NH:27][CH2:26][CH2:25]3)[CH2:23][N:24]=1)=[CH:16]2)[S:3]([C:6]1[S:7][CH:8]=[CH:9][CH:10]=1)(=[O:5])=[O:4].N1C=CC=CC=1.[O:36]1CC[CH2:38][CH2:37]1.C(OC(=O)C)(=O)C. The catalyst is O.C(#N)C. The product is [C:37]([N:27]1[CH2:28][CH2:29][C:22]2([S:21][C:20]([C:17]3[NH:18][C:19]4[C:15]([CH:16]=3)=[CH:14][CH:13]=[CH:12][C:11]=4[N:2]([CH3:1])[S:3]([C:6]3[S:7][CH:8]=[CH:9][CH:10]=3)(=[O:4])=[O:5])=[N:24][CH2:23]2)[CH2:25][CH2:26]1)(=[O:36])[CH3:38]. The yield is 0.820. (4) The reactants are [C:1]([C:5]1[CH:38]=[CH:37][C:8]([CH2:9][N:10]2[C:18]3[C:13](=[CH:14][C:15]([C:19]4[CH:24]=[CH:23][C:22]([O:25][C:26]([F:29])([F:28])[F:27])=[CH:21][CH:20]=4)=[CH:16][CH:17]=3)[C:12]([C:30](=[O:36])[C:31]([O:33]CC)=[O:32])=[CH:11]2)=[CH:7][CH:6]=1)([CH3:4])([CH3:3])[CH3:2].[OH-].[K+].CCCCCC. The catalyst is C1COCC1.O. The product is [C:1]([C:5]1[CH:6]=[CH:7][C:8]([CH2:9][N:10]2[C:18]3[C:13](=[CH:14][C:15]([C:19]4[CH:24]=[CH:23][C:22]([O:25][C:26]([F:27])([F:28])[F:29])=[CH:21][CH:20]=4)=[CH:16][CH:17]=3)[C:12]([C:30](=[O:36])[C:31]([OH:33])=[O:32])=[CH:11]2)=[CH:37][CH:38]=1)([CH3:4])([CH3:2])[CH3:3]. The yield is 0.690. (5) The reactants are [NH2:1][C:2]1[C:7]([N+:8]([O-:10])=[O:9])=[C:6]([N:11]([CH2:17][C:18]2[CH:23]=[CH:22][C:21]([CH2:24][P:25]([O:30][CH2:31][CH3:32])([O:27][CH2:28][CH3:29])=[O:26])=[CH:20][CH:19]=2)[C:12](=[O:16])[O:13][CH2:14][CH3:15])[CH:5]=[C:4](Br)[N:3]=1.[H-].[Na+].[CH3:36][O:37][CH2:38][CH2:39][OH:40]. The catalyst is C1COCC1. The product is [NH2:1][C:2]1[C:7]([N+:8]([O-:10])=[O:9])=[C:6]([N:11]([CH2:17][C:18]2[CH:23]=[CH:22][C:21]([CH2:24][P:25]([O:30][CH2:31][CH3:32])([O:27][CH2:28][CH3:29])=[O:26])=[CH:20][CH:19]=2)[C:12](=[O:16])[O:13][CH2:14][CH3:15])[CH:5]=[C:4]([O:40][CH2:39][CH2:38][O:37][CH3:36])[N:3]=1. The yield is 0.680. (6) The reactants are C([O:3][C:4]([C:6]1[NH:7][C:8]2[C:13]([C:14]=1[NH2:15])=[CH:12][CH:11]=[CH:10][CH:9]=2)=[O:5])C.C(O)C.[OH-].[K+].[K+].NC1[C:31]2[C:26](=C[CH:28]=[CH:29][CH:30]=2)[NH:25]C=1C([O-])=O. The catalyst is O.C(#N)C. The product is [N:25]1[CH:26]=[CH:31][C:30]([NH:15][C:14]2[C:13]3[C:8](=[CH:9][CH:10]=[CH:11][CH:12]=3)[NH:7][C:6]=2[C:4]([OH:3])=[O:5])=[CH:29][CH:28]=1. The yield is 1.40. (7) The reactants are [H-].[Na+].[Br:3][C:4]1[CH:5]=[CH:6][C:7]2[NH:8][C:9]3[C:14]([C:15]=2[CH:16]=1)=[CH:13][C:12]([Br:17])=[CH:11][CH:10]=3.[O:18]1[CH2:20][CH:19]1[CH2:21][CH2:22][NH:23][C:24]1[CH:29]=[CH:28][CH:27]=[CH:26][CH:25]=1. The catalyst is C1COCC1. The product is [Br:17][C:12]1[CH:11]=[CH:10][C:9]2[N:8]([CH2:20][CH:19]([OH:18])[CH2:21][CH2:22][NH:23][C:24]3[CH:29]=[CH:28][CH:27]=[CH:26][CH:25]=3)[C:7]3[C:15]([C:14]=2[CH:13]=1)=[CH:16][C:4]([Br:3])=[CH:5][CH:6]=3. The yield is 0.575. (8) The product is [Cl:10][C:11]1[CH:12]=[C:13]([NH:18][C:19]2[C:28]3[C:23](=[CH:24][CH:25]=[CH:26][C:27]=3[O:29][CH2:30][C@@H:31]([NH:33][C:34](=[O:37])[CH2:35][OH:36])[CH3:32])[N:22]=[CH:21][N:20]=2)[CH:14]=[CH:15][C:16]=1[O:17][CH2:8][C:3]1[CH:4]=[CH:5][CH:6]=[CH:7][N:2]=1. No catalyst specified. The yield is 0.570. The reactants are Cl.[N:2]1[CH:7]=[CH:6][CH:5]=[CH:4][C:3]=1[CH2:8]Cl.[Cl:10][C:11]1[CH:12]=[C:13]([NH:18][C:19]2[C:28]3[C:23](=[CH:24][CH:25]=[CH:26][C:27]=3[O:29][CH2:30][C@@H:31]([NH:33][C:34](=[O:37])[CH2:35][OH:36])[CH3:32])[N:22]=[CH:21][N:20]=2)[CH:14]=[CH:15][C:16]=1[OH:17]. (9) The reactants are [O:1]=[C:2]1[C:11]2[C:6](=[CH:7][CH:8]=[C:9]([C:12]([OH:14])=O)[CH:10]=2)[CH:5]=[CH:4][N:3]1[CH2:15][C:16]1[CH:21]=[CH:20][C:19]([C:22]2[N:23]=[N:24][NH:25][N:26]=2)=[CH:18][CH:17]=1.[CH3:27][O:28][C:29]1[CH:30]=[C:31]([CH:34]=[CH:35][CH:36]=1)[CH2:32][NH2:33]. No catalyst specified. The product is [CH3:27][O:28][C:29]1[CH:30]=[C:31]([CH:34]=[CH:35][CH:36]=1)[CH2:32][NH:33][C:12]([C:9]1[CH:10]=[C:11]2[C:6]([CH:5]=[CH:4][N:3]([CH2:15][C:16]3[CH:17]=[CH:18][C:19]([C:22]4[N:23]=[N:24][NH:25][N:26]=4)=[CH:20][CH:21]=3)[C:2]2=[O:1])=[CH:7][CH:8]=1)=[O:14]. The yield is 0.623. (10) The reactants are [NH2:1][NH2:2].OS(O)(=O)=O.[Br:8][C:9]1[C:10](=O)[O:11][C:12](=[O:14])[CH:13]=1. The catalyst is O. The product is [Br:8][C:9]1[C:10](=[O:11])[NH:1][NH:2][C:12](=[O:14])[CH:13]=1. The yield is 0.560.